Dataset: Reaction yield outcomes from USPTO patents with 853,638 reactions. Task: Predict the reaction yield, written as a fraction of the theoretical maximum amount of product (1.0 means a 100% yield; for example, 0.34 means a 34% yield). (1) The reactants are [F:1][C:2]([F:17])([F:16])[C:3]1[CH:11]=[C:10]2[C:6]([C:7]([CH2:12]N(C)C)=[CH:8][NH:9]2)=[CH:5][CH:4]=1.[C-]#N.[Na+].C[N:22]([CH:24]=[O:25])C. The catalyst is CCOC(C)=O. The product is [F:17][C:2]([F:1])([F:16])[C:3]1[CH:11]=[C:10]2[C:6]([C:7]([CH2:12][C:24]([NH2:22])=[O:25])=[CH:8][NH:9]2)=[CH:5][CH:4]=1. The yield is 0.600. (2) The reactants are [F:1][C:2]([F:22])([F:21])[C:3]1[CH:4]=[C:5]([NH:13][S:14]([CH2:17][CH2:18][CH2:19]Cl)(=[O:16])=[O:15])[CH:6]=[C:7]([C:9]([F:12])([F:11])[F:10])[CH:8]=1.[H-].[Na+].[Cl-].[NH4+]. The catalyst is CN(C)C=O. The product is [F:1][C:2]([F:22])([F:21])[C:3]1[CH:4]=[C:5]([N:13]2[CH2:19][CH2:18][CH2:17][S:14]2(=[O:16])=[O:15])[CH:6]=[C:7]([C:9]([F:12])([F:11])[F:10])[CH:8]=1. The yield is 0.380. (3) The reactants are O[C:2]1([CH2:18][CH2:19][NH:20][C:21](=[O:23])[CH3:22])[C:13]2[C:12]3[O:11][C:10]([CH3:14])=[N:9][C:8]=3[CH:7]=[CH:6][C:5]=2[CH2:4][CH:3]1[CH:15]([CH3:17])[CH3:16].O.C1(C)C=CC(S(O)(=O)=O)=CC=1.S([O-])([O-])(=O)=O.[Mg+2]. The catalyst is C1(C)C=CC=CC=1.C(OCC)(=O)C. The product is [CH:15]([C:3]1[CH2:4][C:5]2[CH:6]=[CH:7][C:8]3[N:9]=[C:10]([CH3:14])[O:11][C:12]=3[C:13]=2[C:2]=1[CH2:18][CH2:19][NH:20][C:21](=[O:23])[CH3:22])([CH3:17])[CH3:16]. The yield is 0.610. (4) The reactants are [OH:1][CH2:2][CH2:3][N:4]([CH3:30])[C:5](=[O:29])[C:6]1[CH:11]=[CH:10][C:9]([C:12](=[C:23]2[CH2:28][CH2:27][NH:26][CH2:25][CH2:24]2)[C:13]2[CH:14]=[CH:15][CH:16]=[C:17]3[C:22]=2[N:21]=[CH:20][CH:19]=[CH:18]3)=[CH:8][CH:7]=1.[S:31]1[CH:35]=[C:34]([CH:36]=O)[N:33]=[CH:32]1.C(O[BH-](OC(=O)C)OC(=O)C)(=O)C.[Na+]. The catalyst is ClC(Cl)C.C(Cl)Cl. The product is [OH:1][CH2:2][CH2:3][N:4]([CH3:30])[C:5](=[O:29])[C:6]1[CH:7]=[CH:8][C:9]([C:12]([C:13]2[CH:14]=[CH:15][CH:16]=[C:17]3[C:22]=2[N:21]=[CH:20][CH:19]=[CH:18]3)=[C:23]2[CH2:28][CH2:27][N:26]([CH2:36][C:34]3[N:33]=[CH:32][S:31][CH:35]=3)[CH2:25][CH2:24]2)=[CH:10][CH:11]=1. The yield is 0.490.